This data is from NCI-60 drug combinations with 297,098 pairs across 59 cell lines. The task is: Regression. Given two drug SMILES strings and cell line genomic features, predict the synergy score measuring deviation from expected non-interaction effect. (1) Drug 1: CC1C(C(CC(O1)OC2CC(CC3=C2C(=C4C(=C3O)C(=O)C5=C(C4=O)C(=CC=C5)OC)O)(C(=O)C)O)N)O.Cl. Drug 2: COC1=NC(=NC2=C1N=CN2C3C(C(C(O3)CO)O)O)N. Cell line: MOLT-4. Synergy scores: CSS=90.8, Synergy_ZIP=4.70, Synergy_Bliss=4.27, Synergy_Loewe=4.42, Synergy_HSA=7.04. (2) Drug 1: C1=CC(=CC=C1CC(C(=O)O)N)N(CCCl)CCCl.Cl. Drug 2: C(CC(=O)O)C(=O)CN.Cl. Cell line: MOLT-4. Synergy scores: CSS=46.0, Synergy_ZIP=-4.79, Synergy_Bliss=-5.19, Synergy_Loewe=-22.1, Synergy_HSA=-5.16. (3) Drug 1: C1CN1C2=NC(=NC(=N2)N3CC3)N4CC4. Drug 2: CC1=C(C(=O)C2=C(C1=O)N3CC4C(C3(C2COC(=O)N)OC)N4)N. Cell line: NCI-H460. Synergy scores: CSS=70.6, Synergy_ZIP=-0.605, Synergy_Bliss=-2.33, Synergy_Loewe=-0.851, Synergy_HSA=3.50. (4) Drug 1: CC1=C2C(C(=O)C3(C(CC4C(C3C(C(C2(C)C)(CC1OC(=O)C(C(C5=CC=CC=C5)NC(=O)OC(C)(C)C)O)O)OC(=O)C6=CC=CC=C6)(CO4)OC(=O)C)OC)C)OC. Drug 2: C1CC(=O)NC(=O)C1N2CC3=C(C2=O)C=CC=C3N. Cell line: MALME-3M. Synergy scores: CSS=19.7, Synergy_ZIP=1.27, Synergy_Bliss=-0.374, Synergy_Loewe=-18.3, Synergy_HSA=-0.00435. (5) Drug 1: CC1CCC2CC(C(=CC=CC=CC(CC(C(=O)C(C(C(=CC(C(=O)CC(OC(=O)C3CCCCN3C(=O)C(=O)C1(O2)O)C(C)CC4CCC(C(C4)OC)OCCO)C)C)O)OC)C)C)C)OC. Drug 2: CC12CCC3C(C1CCC2O)C(CC4=C3C=CC(=C4)O)CCCCCCCCCS(=O)CCCC(C(F)(F)F)(F)F. Cell line: SK-MEL-5. Synergy scores: CSS=9.30, Synergy_ZIP=4.32, Synergy_Bliss=6.99, Synergy_Loewe=6.27, Synergy_HSA=6.29. (6) Drug 1: CC12CCC3C(C1CCC2=O)CC(=C)C4=CC(=O)C=CC34C. Drug 2: C1C(C(OC1N2C=NC(=NC2=O)N)CO)O. Cell line: OVCAR3. Synergy scores: CSS=20.1, Synergy_ZIP=-1.78, Synergy_Bliss=-2.46, Synergy_Loewe=-2.04, Synergy_HSA=-1.44.